Dataset: Full USPTO retrosynthesis dataset with 1.9M reactions from patents (1976-2016). Task: Predict the reactants needed to synthesize the given product. (1) Given the product [F:33][C:28]1[CH:29]=[CH:30][CH:31]=[CH:32][C:27]=1[N:19]1[CH2:20][C@@H:21]2[C@@H:14]([NH:13][C:11](=[O:12])[C@@H:10]([N:2]([CH3:1])[C:3](=[O:9])[O:4][C:5]([CH3:8])([CH3:7])[CH3:6])[CH2:22][CH:23]([CH3:25])[CH3:24])[CH2:15][CH2:16][C@@H:17]2[CH2:18]1, predict the reactants needed to synthesize it. The reactants are: [CH3:1][N:2]([C@@H:10]([CH2:22][CH:23]([CH3:25])[CH3:24])[C:11]([NH:13][C@@H:14]1[C@@H:21]2[C@@H:17]([CH2:18][NH:19][CH2:20]2)[CH2:16][CH2:15]1)=[O:12])[C:3](=[O:9])[O:4][C:5]([CH3:8])([CH3:7])[CH3:6].Br[C:27]1[CH:32]=[CH:31][CH:30]=[CH:29][C:28]=1[F:33].P([O-])([O-])([O-])=O.[K+].[K+].[K+].C1(P(C2CCCCC2)C2C=CC=CC=2C2C(C(C)C)=CC(C(C)C)=CC=2C(C)C)CCCCC1. (2) Given the product [Cl:8][C:9]1[C:16]([CH3:17])=[C:15]([N:4]2[CH2:5][CH2:6][C@H:2]([OH:1])[C@@H:3]2[CH3:7])[CH:14]=[CH:13][C:10]=1[C:11]#[N:12], predict the reactants needed to synthesize it. The reactants are: [OH:1][C@H:2]1[CH2:6][CH2:5][NH:4][C@H:3]1[CH3:7].[Cl:8][C:9]1[C:16]([CH3:17])=[C:15](F)[CH:14]=[CH:13][C:10]=1[C:11]#[N:12].C(=O)([O-])[O-].[Li+].[Li+]. (3) Given the product [CH3:11][N:8]1[C:7]([CH:12]=[C:13]2[CH2:14][CH2:15][N:16]([C:19]([O:21][C:22]([CH3:24])([CH3:23])[CH3:25])=[O:20])[CH2:17][CH2:18]2)=[N:6][C:5]2[C:9]1=[N:10][C:2]([N:34]1[C:35]3[CH:41]=[CH:40][CH:39]=[CH:38][C:36]=3[N:37]=[C:33]1[CH3:32])=[N:3][C:4]=2[N:26]1[CH2:27][CH2:28][O:29][CH2:30][CH2:31]1, predict the reactants needed to synthesize it. The reactants are: Cl[C:2]1[N:10]=[C:9]2[C:5]([N:6]=[C:7]([CH:12]=[C:13]3[CH2:18][CH2:17][N:16]([C:19]([O:21][C:22]([CH3:25])([CH3:24])[CH3:23])=[O:20])[CH2:15][CH2:14]3)[N:8]2[CH3:11])=[C:4]([N:26]2[CH2:31][CH2:30][O:29][CH2:28][CH2:27]2)[N:3]=1.[CH3:32][C:33]1[NH:34][C:35]2[CH:41]=[CH:40][CH:39]=[CH:38][C:36]=2[N:37]=1.CC(C1C=C(C(C)C)C(C2C=CC=CC=2P(C2CCCCC2)C2CCCCC2)=C(C(C)C)C=1)C.C(=O)([O-])[O-].[Cs+].[Cs+]. (4) Given the product [O:7]1[C@@:3]([C:8]2[CH:13]=[CH:12][C:11]([F:14])=[CH:10][C:9]=2[F:15])([C@H:4]([OH:6])[CH3:5])[CH2:2]1, predict the reactants needed to synthesize it. The reactants are: Cl[CH2:2][C@@:3]([C:8]1[CH:13]=[CH:12][C:11]([F:14])=[CH:10][C:9]=1[F:15])([OH:7])[C@H:4]([OH:6])[CH3:5].C[O-].[Na+].O.